This data is from Peptide-MHC class I binding affinity with 185,985 pairs from IEDB/IMGT. The task is: Regression. Given a peptide amino acid sequence and an MHC pseudo amino acid sequence, predict their binding affinity value. This is MHC class I binding data. (1) The peptide sequence is IATLYCVHQK. The MHC is HLA-B08:03 with pseudo-sequence HLA-B08:03. The binding affinity (normalized) is 0.0847. (2) The peptide sequence is YLMCLSPLMA. The MHC is HLA-A02:06 with pseudo-sequence HLA-A02:06. The binding affinity (normalized) is 0.977. (3) The peptide sequence is MMMGMFNMLS. The MHC is HLA-A02:03 with pseudo-sequence HLA-A02:03. The binding affinity (normalized) is 0.772.